From a dataset of Full USPTO retrosynthesis dataset with 1.9M reactions from patents (1976-2016). Predict the reactants needed to synthesize the given product. Given the product [CH:16]([S:18][CH:2]([CH3:1])[CH2:3][C:4]([C@@H:6]1[C:11]([CH3:12])([CH3:13])[CH2:10][CH:9]=[CH:8][C@H:7]1[CH3:14])=[O:5])([CH3:17])[CH3:15], predict the reactants needed to synthesize it. The reactants are: [CH3:1]/[CH:2]=[CH:3]/[C:4]([CH:6]1[C:11]([CH3:13])([CH3:12])[CH2:10][CH:9]=[CH:8][CH:7]1[CH3:14])=[O:5].[CH3:15][CH:16]([SH:18])[CH3:17].